From a dataset of NCI-60 drug combinations with 297,098 pairs across 59 cell lines. Regression. Given two drug SMILES strings and cell line genomic features, predict the synergy score measuring deviation from expected non-interaction effect. (1) Drug 1: CC12CCC3C(C1CCC2=O)CC(=C)C4=CC(=O)C=CC34C. Drug 2: C(CN)CNCCSP(=O)(O)O. Cell line: HOP-62. Synergy scores: CSS=3.79, Synergy_ZIP=-11.3, Synergy_Bliss=-21.0, Synergy_Loewe=-35.1, Synergy_HSA=-21.3. (2) Drug 1: C1CC(C1)(C(=O)O)C(=O)O.[NH2-].[NH2-].[Pt+2]. Drug 2: C1=NC2=C(N=C(N=C2N1C3C(C(C(O3)CO)O)F)Cl)N. Cell line: CAKI-1. Synergy scores: CSS=21.4, Synergy_ZIP=1.92, Synergy_Bliss=4.97, Synergy_Loewe=-38.6, Synergy_HSA=-6.76. (3) Drug 1: CC1=C(C(CCC1)(C)C)C=CC(=CC=CC(=CC(=O)O)C)C. Drug 2: C1CCC(C(C1)N)N.C(=O)(C(=O)[O-])[O-].[Pt+4]. Cell line: BT-549. Synergy scores: CSS=19.6, Synergy_ZIP=-1.34, Synergy_Bliss=-1.17, Synergy_Loewe=-1.23, Synergy_HSA=1.13. (4) Drug 1: CN(C)C1=NC(=NC(=N1)N(C)C)N(C)C. Drug 2: CC1=C(N=C(N=C1N)C(CC(=O)N)NCC(C(=O)N)N)C(=O)NC(C(C2=CN=CN2)OC3C(C(C(C(O3)CO)O)O)OC4C(C(C(C(O4)CO)O)OC(=O)N)O)C(=O)NC(C)C(C(C)C(=O)NC(C(C)O)C(=O)NCCC5=NC(=CS5)C6=NC(=CS6)C(=O)NCCC[S+](C)C)O. Cell line: CCRF-CEM. Synergy scores: CSS=-8.70, Synergy_ZIP=0.227, Synergy_Bliss=-5.03, Synergy_Loewe=-6.87, Synergy_HSA=-7.11. (5) Drug 1: CNC(=O)C1=CC=CC=C1SC2=CC3=C(C=C2)C(=NN3)C=CC4=CC=CC=N4. Drug 2: CC1=C(C(CCC1)(C)C)C=CC(=CC=CC(=CC(=O)O)C)C. Cell line: UO-31. Synergy scores: CSS=0.526, Synergy_ZIP=4.29, Synergy_Bliss=-2.28, Synergy_Loewe=-1.45, Synergy_HSA=-2.25.